This data is from NCI-60 drug combinations with 297,098 pairs across 59 cell lines. The task is: Regression. Given two drug SMILES strings and cell line genomic features, predict the synergy score measuring deviation from expected non-interaction effect. (1) Drug 1: C1=CC(=CC=C1CCCC(=O)O)N(CCCl)CCCl. Drug 2: C1C(C(OC1N2C=NC3=C2NC=NCC3O)CO)O. Cell line: SNB-75. Synergy scores: CSS=1.46, Synergy_ZIP=-8.23, Synergy_Bliss=-12.5, Synergy_Loewe=-12.2, Synergy_HSA=-12.1. (2) Drug 1: CC1C(C(CC(O1)OC2CC(CC3=C2C(=C4C(=C3O)C(=O)C5=C(C4=O)C(=CC=C5)OC)O)(C(=O)CO)O)N)O.Cl. Drug 2: C1=CC(=CC=C1CCCC(=O)O)N(CCCl)CCCl. Cell line: SK-OV-3. Synergy scores: CSS=-0.357, Synergy_ZIP=-0.0125, Synergy_Bliss=0.320, Synergy_Loewe=-2.16, Synergy_HSA=-0.895. (3) Drug 1: CC(CN1CC(=O)NC(=O)C1)N2CC(=O)NC(=O)C2. Drug 2: CC1=C(C(=O)C2=C(C1=O)N3CC4C(C3(C2COC(=O)N)OC)N4)N. Cell line: MDA-MB-435. Synergy scores: CSS=9.38, Synergy_ZIP=-5.26, Synergy_Bliss=-1.39, Synergy_Loewe=-8.18, Synergy_HSA=-0.788. (4) Drug 1: CC1=C(C(=CC=C1)Cl)NC(=O)C2=CN=C(S2)NC3=CC(=NC(=N3)C)N4CCN(CC4)CCO. Drug 2: CC1=C(C(=O)C2=C(C1=O)N3CC4C(C3(C2COC(=O)N)OC)N4)N. Cell line: SK-MEL-5. Synergy scores: CSS=37.5, Synergy_ZIP=0.692, Synergy_Bliss=0.0575, Synergy_Loewe=-6.44, Synergy_HSA=1.06. (5) Drug 1: C1CCC(CC1)NC(=O)N(CCCl)N=O. Drug 2: CCN(CC)CCNC(=O)C1=C(NC(=C1C)C=C2C3=C(C=CC(=C3)F)NC2=O)C. Cell line: UACC-257. Synergy scores: CSS=-3.74, Synergy_ZIP=-0.573, Synergy_Bliss=-3.29, Synergy_Loewe=-6.37, Synergy_HSA=-6.42. (6) Drug 1: C1=CC(=CC=C1CCCC(=O)O)N(CCCl)CCCl. Drug 2: CCCS(=O)(=O)NC1=C(C(=C(C=C1)F)C(=O)C2=CNC3=C2C=C(C=N3)C4=CC=C(C=C4)Cl)F. Cell line: UACC-257. Synergy scores: CSS=18.6, Synergy_ZIP=-6.49, Synergy_Bliss=-12.8, Synergy_Loewe=-28.2, Synergy_HSA=-11.0. (7) Drug 1: CC1=CC2C(CCC3(C2CCC3(C(=O)C)OC(=O)C)C)C4(C1=CC(=O)CC4)C. Drug 2: C1=CC=C(C(=C1)C(C2=CC=C(C=C2)Cl)C(Cl)Cl)Cl. Cell line: UACC-257. Synergy scores: CSS=0.551, Synergy_ZIP=0.736, Synergy_Bliss=0.0432, Synergy_Loewe=-2.20, Synergy_HSA=-2.59.